This data is from Catalyst prediction with 721,799 reactions and 888 catalyst types from USPTO. The task is: Predict which catalyst facilitates the given reaction. Reactant: [CH3:1][C@H:2]1[CH2:7][NH:6][C@H:5]([CH3:8])[CH2:4][N:3]1[C@H:9]([C:24]1[CH:36]=[CH:35][C:27]([C:28]([N:30]([CH2:33][CH3:34])[CH2:31][CH3:32])=[O:29])=[CH:26][CH:25]=1)[C:10]1[CH:15]=[CH:14][CH:13]=[C:12]([O:16][S:17]([C:20]([F:23])([F:22])[F:21])(=[O:19])=[O:18])[CH:11]=1.[I-].[Na+].C(N(CC)CC)C.[F:46][C:47]1[CH:54]=[CH:53][CH:52]=[CH:51][C:48]=1[CH2:49]Br. Product: [CH3:1][C@H:2]1[CH2:7][N:6]([CH2:49][C:48]2[CH:51]=[CH:52][CH:53]=[CH:54][C:47]=2[F:46])[C@H:5]([CH3:8])[CH2:4][N:3]1[C@H:9]([C:24]1[CH:25]=[CH:26][C:27]([C:28]([N:30]([CH2:33][CH3:34])[CH2:31][CH3:32])=[O:29])=[CH:35][CH:36]=1)[C:10]1[CH:15]=[CH:14][CH:13]=[C:12]([O:16][S:17]([C:20]([F:21])([F:22])[F:23])(=[O:18])=[O:19])[CH:11]=1. The catalyst class is: 10.